From a dataset of Full USPTO retrosynthesis dataset with 1.9M reactions from patents (1976-2016). Predict the reactants needed to synthesize the given product. (1) Given the product [CH2:33]([O:23][C:22](=[O:24])[C:21]1[CH:25]=[CH:26][C:18]([NH:17][C:15](=[O:16])[C:14]2[CH:27]=[CH:28][CH:29]=[C:12]([NH:11][S:8]([C:6]3[CH:7]=[C:2]([Cl:1])[CH:3]=[CH:4][C:5]=3[O:30][CH3:31])(=[O:9])=[O:10])[CH:13]=2)=[CH:19][CH:20]=1)[CH3:38], predict the reactants needed to synthesize it. The reactants are: [Cl:1][C:2]1[CH:3]=[CH:4][C:5]([O:30][CH3:31])=[C:6]([S:8]([NH:11][C:12]2[CH:13]=[C:14]([CH:27]=[CH:28][CH:29]=2)[C:15]([NH:17][C:18]2[CH:26]=[CH:25][C:21]([C:22]([OH:24])=[O:23])=[CH:20][CH:19]=2)=[O:16])(=[O:10])=[O:9])[CH:7]=1.Cl[C:33]1C=CC(OC)=C(S(Cl)(=O)=O)[CH:38]=1. (2) Given the product [CH2:29]([N:8]1[C:9]2[CH:10]=[CH:11][C:2]([I:1])=[CH:3][C:4]=2[C:5]2=[N:15][N:14]([CH:16]3[CH2:21][CH2:20][CH2:19][CH2:18][O:17]3)[C:13]([CH3:22])=[C:6]2[C:7]1=[O:12])[CH3:30], predict the reactants needed to synthesize it. The reactants are: [I:1][C:2]1[CH:11]=[CH:10][C:9]2[NH:8][C:7](=[O:12])[C:6]3=[C:13]([CH3:22])[N:14]([CH:16]4[CH2:21][CH2:20][CH2:19][CH2:18][O:17]4)[N:15]=[C:5]3[C:4]=2[CH:3]=1.C([O-])([O-])=O.[Cs+].[Cs+].[CH2:29](I)[CH3:30]. (3) Given the product [CH3:46][C:42]1[CH:41]=[C:40]([NH:39][C:6]2[CH:7]=[CH:2][CH:3]=[C:4]([C:8]3[CH:13]=[CH:12][CH:11]=[C:10]([C:14]4([C:27]5[CH:32]=[CH:31][CH:30]=[CH:29][CH:28]=5)[C:15]5[CH:16]=[CH:17][CH:18]=[CH:19][C:20]=5[C:21]5[C:26]4=[CH:25][CH:24]=[CH:23][CH:22]=5)[CH:9]=3)[CH:5]=2)[CH:45]=[CH:44][CH:43]=1, predict the reactants needed to synthesize it. The reactants are: Br[C:2]1[CH:3]=[C:4]([C:8]2[CH:9]=[C:10]([C:14]3([C:27]4[CH:32]=[CH:31][CH:30]=[CH:29][CH:28]=4)[C:26]4[CH:25]=[CH:24][CH:23]=[CH:22][C:21]=4[C:20]4[C:15]3=[CH:16][CH:17]=[CH:18][CH:19]=4)[CH:11]=[CH:12][CH:13]=2)[CH:5]=[CH:6][CH:7]=1.CC(C)([O-])C.[Na+].[NH2:39][C:40]1[CH:45]=[CH:44][CH:43]=[C:42]([CH3:46])[CH:41]=1.C(P(C(C)(C)C)C(C)(C)C)(C)(C)C. (4) Given the product [N:10]1[CH:11]=[CH:12][C:7]([C:13]2([OH:23])[C:22]3[C:17](=[CH:18][CH:19]=[CH:20][CH:21]=3)[CH2:16][CH2:15][CH2:14]2)=[CH:8][CH:9]=1, predict the reactants needed to synthesize it. The reactants are: C([Li])CCC.Br[C:7]1[CH:12]=[CH:11][N:10]=[CH:9][CH:8]=1.[C:13]1(=[O:23])[C:22]2[C:17](=[CH:18][CH:19]=[CH:20][CH:21]=2)[CH2:16][CH2:15][CH2:14]1.[Cl-].[NH4+].